This data is from NCI-60 drug combinations with 297,098 pairs across 59 cell lines. The task is: Regression. Given two drug SMILES strings and cell line genomic features, predict the synergy score measuring deviation from expected non-interaction effect. (1) Drug 1: CC1=CC=C(C=C1)C2=CC(=NN2C3=CC=C(C=C3)S(=O)(=O)N)C(F)(F)F. Drug 2: CCC1(CC2CC(C3=C(CCN(C2)C1)C4=CC=CC=C4N3)(C5=C(C=C6C(=C5)C78CCN9C7C(C=CC9)(C(C(C8N6C)(C(=O)OC)O)OC(=O)C)CC)OC)C(=O)OC)O.OS(=O)(=O)O. Cell line: HCT-15. Synergy scores: CSS=-3.25, Synergy_ZIP=11.1, Synergy_Bliss=7.06, Synergy_Loewe=-4.38, Synergy_HSA=-4.01. (2) Drug 1: C1CCC(C1)C(CC#N)N2C=C(C=N2)C3=C4C=CNC4=NC=N3. Drug 2: C1=CN(C(=O)N=C1N)C2C(C(C(O2)CO)O)O.Cl. Cell line: MOLT-4. Synergy scores: CSS=65.1, Synergy_ZIP=-0.575, Synergy_Bliss=-1.09, Synergy_Loewe=-23.1, Synergy_HSA=-0.255. (3) Drug 1: CC1C(C(=O)NC(C(=O)N2CCCC2C(=O)N(CC(=O)N(C(C(=O)O1)C(C)C)C)C)C(C)C)NC(=O)C3=C4C(=C(C=C3)C)OC5=C(C(=O)C(=C(C5=N4)C(=O)NC6C(OC(=O)C(N(C(=O)CN(C(=O)C7CCCN7C(=O)C(NC6=O)C(C)C)C)C)C(C)C)C)N)C. Drug 2: C(CN)CNCCSP(=O)(O)O. Cell line: CAKI-1. Synergy scores: CSS=29.0, Synergy_ZIP=-0.229, Synergy_Bliss=-0.682, Synergy_Loewe=-82.2, Synergy_HSA=-1.54. (4) Drug 1: CCCCC(=O)OCC(=O)C1(CC(C2=C(C1)C(=C3C(=C2O)C(=O)C4=C(C3=O)C=CC=C4OC)O)OC5CC(C(C(O5)C)O)NC(=O)C(F)(F)F)O. Drug 2: C1CCC(C(C1)N)N.C(=O)(C(=O)[O-])[O-].[Pt+4]. Cell line: NCIH23. Synergy scores: CSS=63.7, Synergy_ZIP=3.94, Synergy_Bliss=2.36, Synergy_Loewe=-9.14, Synergy_HSA=2.37. (5) Drug 2: CC1CCCC2(C(O2)CC(NC(=O)CC(C(C(=O)C(C1O)C)(C)C)O)C(=CC3=CSC(=N3)C)C)C. Cell line: OVCAR-4. Synergy scores: CSS=36.7, Synergy_ZIP=0.676, Synergy_Bliss=-0.421, Synergy_Loewe=-9.85, Synergy_HSA=0.988. Drug 1: CC(C)(C#N)C1=CC(=CC(=C1)CN2C=NC=N2)C(C)(C)C#N.